Dataset: Full USPTO retrosynthesis dataset with 1.9M reactions from patents (1976-2016). Task: Predict the reactants needed to synthesize the given product. (1) The reactants are: N[C:2]1[CH:12]=[CH:11][C:10]2[CH:9]3[CH2:13][CH:5]([CH2:6][N:7]([C:14](=[O:19])[C:15]([F:18])([F:17])[F:16])[CH2:8]3)[C:4]=2[CH:3]=1.N([O-])=O.[Na+].[I-:24].[K+]. Given the product [I:24][C:2]1[CH:12]=[CH:11][C:10]2[CH:9]3[CH2:13][CH:5]([CH2:6][N:7]([C:14](=[O:19])[C:15]([F:18])([F:17])[F:16])[CH2:8]3)[C:4]=2[CH:3]=1, predict the reactants needed to synthesize it. (2) Given the product [C:1]([O:5][C@@H:6]([C:12]1[C:40]([CH3:41])=[N:39][C:38]2=[CH:42][C:35]3=[N:36][N:37]2[C:13]=1[N:14]1[CH2:15][CH2:16][C:17]([CH3:46])([O:18][CH2:19][CH:20]=[CH:21][CH2:22][O:23][C:24]2[CH:25]=[CH:26][CH:27]=[CH:28][C:29]=2[CH2:30][C:31]2[O:43][C:34]3=[N:33][CH:32]=2)[CH2:44][CH2:45]1)[C:7]([OH:9])=[O:8])([CH3:4])([CH3:2])[CH3:3], predict the reactants needed to synthesize it. The reactants are: [C:1]([O:5][C@@H:6]([C:12]1[C:40]([CH3:41])=[N:39][C:38]2=[CH:42][C:35]3=[N:36][N:37]2[C:13]=1[N:14]1[CH2:45][CH2:44][C:17]([CH3:46])([O:18][CH2:19][CH:20]=[CH:21][CH2:22][O:23][C:24]2[CH:25]=[CH:26][CH:27]=[CH:28][C:29]=2[CH2:30][C:31]2[O:43][C:34]3=[N:33][CH:32]=2)[CH2:16][CH2:15]1)[C:7]([O:9]CC)=[O:8])([CH3:4])([CH3:3])[CH3:2].[OH-].[Na+]. (3) Given the product [N:12]1[CH:17]=[CH:16][CH:15]=[CH:14][C:13]=1[O:18][C:19]1[CH:26]=[CH:25][C:22]([OH:5])=[CH:21][CH:20]=1, predict the reactants needed to synthesize it. The reactants are: B(O)(O)O.[OH:5]O.S(=O)(=O)(O)O.[N:12]1[CH:17]=[CH:16][CH:15]=[CH:14][C:13]=1[O:18][C:19]1[CH:26]=[CH:25][C:22](C=O)=[CH:21][CH:20]=1. (4) Given the product [C:1]1([C:28]2[CH:29]=[CH:30][CH:31]=[CH:32][CH:33]=2)[CH:2]=[CH:3][C:4]([NH:7][C:8](=[O:27])[C:9]2[CH:14]=[CH:13][C:12]([S:15]([CH3:16])=[O:38])=[C:11]([NH:17][C:18](=[O:26])[CH2:19][N:20]3[CH2:25][CH2:24][O:23][CH2:22][CH2:21]3)[CH:10]=2)=[CH:5][CH:6]=1, predict the reactants needed to synthesize it. The reactants are: [C:1]1([C:28]2[CH:33]=[CH:32][CH:31]=[CH:30][CH:29]=2)[CH:6]=[CH:5][C:4]([NH:7][C:8](=[O:27])[C:9]2[CH:14]=[CH:13][C:12]([S:15][CH3:16])=[C:11]([NH:17][C:18](=[O:26])[CH2:19][N:20]3[CH2:25][CH2:24][O:23][CH2:22][CH2:21]3)[CH:10]=2)=[CH:3][CH:2]=1.CO.O.I([O-])(=O)(=O)=[O:38].[Na+]. (5) Given the product [Cl:12][C:13]1[CH:14]=[C:15]([CH:18]=[C:19]([C:21]2[O:9][N:8]=[C:7]([C:6]3[CH:5]=[N:4][CH:3]=[C:2]([F:1])[CH:11]=3)[CH:22]=2)[CH:20]=1)[C:16]#[N:17], predict the reactants needed to synthesize it. The reactants are: [F:1][C:2]1[CH:3]=[N:4][CH:5]=[C:6]([CH:11]=1)[C:7](Cl)=[N:8][OH:9].[Cl:12][C:13]1[CH:14]=[C:15]([CH:18]=[C:19]([C:21]#[CH:22])[CH:20]=1)[C:16]#[N:17].N.